Dataset: Catalyst prediction with 721,799 reactions and 888 catalyst types from USPTO. Task: Predict which catalyst facilitates the given reaction. Reactant: O.Cl.C([N:10]1[CH2:15][CH2:14][CH2:13][C:12](=[O:16])[CH2:11]1)C1C=CC=CC=1.[H][H].[C:30]([O:29][C:27](O[C:27]([O:29][C:30]([CH3:33])([CH3:32])[CH3:31])=[O:28])=[O:28])([CH3:33])([CH3:32])[CH3:31].C(=O)(O)[O-].[Na+]. Product: [O:16]=[C:12]1[CH2:13][CH2:14][CH2:15][N:10]([C:27]([O:29][C:30]([CH3:31])([CH3:32])[CH3:33])=[O:28])[CH2:11]1. The catalyst class is: 43.